The task is: Predict the reaction yield, written as a fraction of the theoretical maximum amount of product (1.0 means a 100% yield; for example, 0.34 means a 34% yield).. This data is from Reaction yield outcomes from USPTO patents with 853,638 reactions. (1) The reactants are [CH:1]1([CH2:4][O:5][CH2:6][C:7]2[CH:16]=[CH:15][C:14]3[C:9](=[CH:10][CH:11]=[C:12]([O:17]COC)[CH:13]=3)[CH:8]=2)[CH2:3][CH2:2]1.Cl. The catalyst is CO. The product is [CH:1]1([CH2:4][O:5][CH2:6][C:7]2[CH:8]=[C:9]3[C:14](=[CH:15][CH:16]=2)[CH:13]=[C:12]([OH:17])[CH:11]=[CH:10]3)[CH2:3][CH2:2]1. The yield is 0.600. (2) The reactants are [CH2:1]([N:8]1[CH2:13][CH2:12][CH:11]([CH3:14])[C:10](=O)[CH2:9]1)[C:2]1[CH:7]=[CH:6][CH:5]=[CH:4][CH:3]=1.CO.C(O)(=O)C.[CH3:22][NH2:23]. The catalyst is O1CCCC1. The product is [CH2:1]([N:8]1[CH2:13][CH2:12][CH:11]([CH3:14])[CH:10]([NH:23][CH3:22])[CH2:9]1)[C:2]1[CH:7]=[CH:6][CH:5]=[CH:4][CH:3]=1. The yield is 0.690.